Dataset: Full USPTO retrosynthesis dataset with 1.9M reactions from patents (1976-2016). Task: Predict the reactants needed to synthesize the given product. Given the product [ClH:48].[NH2:8][CH2:9][C@H:10]1[CH2:15][CH2:14][C@H:13]([C:16]([NH:18][C@H:19]([C:49](=[O:62])[NH:50][C:51]2[CH:52]=[CH:53][C:54]([C:57]3[N:58]=[N:59][NH:60][N:61]=3)=[CH:55][CH:56]=2)[CH2:20][C:21]2[CH:26]=[CH:25][C:24]([C:27]3[CH:32]=[CH:31][C:30]([C:33]([NH:35][C@@H:36]4[CH2:40][CH2:39][NH:38][CH2:37]4)=[O:34])=[CH:29][C:28]=3[Cl:48])=[CH:23][CH:22]=2)=[O:17])[CH2:12][CH2:11]1, predict the reactants needed to synthesize it. The reactants are: C(OC([NH:8][CH2:9][C@H:10]1[CH2:15][CH2:14][C@H:13]([C:16]([NH:18][C@H:19]([C:49](=[O:62])[NH:50][C:51]2[CH:56]=[CH:55][C:54]([C:57]3[N:58]=[N:59][NH:60][N:61]=3)=[CH:53][CH:52]=2)[CH2:20][C:21]2[CH:26]=[CH:25][C:24]([C:27]3[CH:32]=[CH:31][C:30]([C:33]([NH:35][C@@H:36]4[CH2:40][CH2:39][N:38](C(OC(C)(C)C)=O)[CH2:37]4)=[O:34])=[CH:29][C:28]=3[Cl:48])=[CH:23][CH:22]=2)=[O:17])[CH2:12][CH2:11]1)=O)(C)(C)C.Cl.